From a dataset of Full USPTO retrosynthesis dataset with 1.9M reactions from patents (1976-2016). Predict the reactants needed to synthesize the given product. (1) The reactants are: Cl[C:2]1[C:7]([C:8]([F:11])([F:10])[F:9])=[CH:6][N:5]=[C:4]([NH:12][C:13]2[CH:18]=[CH:17][CH:16]=[C:15]([P:19]([CH2:24][CH2:25][CH3:26])([CH2:21][CH2:22][CH3:23])=[O:20])[CH:14]=2)[N:3]=1.[NH2:27][C:28]1[CH:29]=[CH:30][C:31]([C@H:39]2[CH2:44][CH2:43][C@H:42]([OH:45])[CH2:41][CH2:40]2)=[C:32]2[C:36]=1[C:35](=[O:37])[N:34]([CH3:38])[CH2:33]2. Given the product [CH2:21]([P:19]([C:15]1[CH:14]=[C:13]([NH:12][C:4]2[N:3]=[C:2]([NH:27][C:28]3[CH:29]=[CH:30][C:31]([C@H:39]4[CH2:44][CH2:43][C@H:42]([OH:45])[CH2:41][CH2:40]4)=[C:32]4[C:36]=3[C:35](=[O:37])[N:34]([CH3:38])[CH2:33]4)[C:7]([C:8]([F:11])([F:10])[F:9])=[CH:6][N:5]=2)[CH:18]=[CH:17][CH:16]=1)([CH2:24][CH2:25][CH3:26])=[O:20])[CH2:22][CH3:23], predict the reactants needed to synthesize it. (2) The reactants are: [CH3:1][C@@:2]12[C:10](=[O:11])[CH2:9][CH2:8][C@H:7]1[C@@H:6]1[C:12]([CH:14]=[C:15]3[CH2:20][C@@H:19](O)[CH2:18][CH2:17][C@:16]3([CH3:22])[C@H:5]1[CH2:4][CH2:3]2)=[O:13].[CH2:23]([O:26][C:27](Cl)=[O:28])[CH:24]=[CH2:25]. Given the product [C:27]([C@H:19]1[CH2:18][CH2:17][C@@:16]2([CH3:22])[C:15](=[CH:14][C:12](=[O:13])[C@@H:6]3[C@@H:5]2[CH2:4][CH2:3][C@@:2]2([CH3:1])[C@H:7]3[CH2:8][CH2:9][C:10]2=[O:11])[CH2:20]1)([O:26][CH2:23][CH:24]=[CH2:25])=[O:28], predict the reactants needed to synthesize it. (3) Given the product [Cl:1][C:2]1[CH:7]=[C:6]([C:8]2[C:17]3[C:12](=[CH:13][CH:14]=[CH:15][CH:16]=3)[CH:11]=[CH:10][CH:9]=2)[CH:5]=[CH:4][C:3]=1[C:18]([N:20]1[C:26]2[CH:27]=[CH:28][CH:29]=[CH:30][C:25]=2[CH2:24][N:23]2[C:31]([C:34]([NH:37][CH2:38][C:39]3[CH:44]=[CH:43][N:42]=[CH:41][CH:40]=3)=[O:36])=[CH:32][CH:33]=[C:22]2[CH2:21]1)=[O:19], predict the reactants needed to synthesize it. The reactants are: [Cl:1][C:2]1[CH:7]=[C:6]([C:8]2[C:17]3[C:12](=[CH:13][CH:14]=[CH:15][CH:16]=3)[CH:11]=[CH:10][CH:9]=2)[CH:5]=[CH:4][C:3]=1[C:18]([N:20]1[C:26]2[CH:27]=[CH:28][CH:29]=[CH:30][C:25]=2[CH2:24][N:23]2[C:31]([C:34]([OH:36])=O)=[CH:32][CH:33]=[C:22]2[CH2:21]1)=[O:19].[NH2:37][CH2:38][C:39]1[CH:44]=[CH:43][N:42]=[CH:41][CH:40]=1. (4) Given the product [CH3:1][C:2]([CH3:23])([CH3:24])[C@H:3]([NH:8][C:9]([C@@H:10]([CH2:11][CH:12]([CH3:13])[CH3:14])[CH2:15][C:16]([OH:18])=[O:17])=[O:22])[C:4]([NH:6][CH3:7])=[O:5], predict the reactants needed to synthesize it. The reactants are: [CH3:1][C:2]([CH3:24])([CH3:23])[C@H:3]([NH:8][C:9](=[O:22])[C@H:10]([CH:15](C(O)=O)[C:16]([OH:18])=[O:17])[CH2:11][CH:12]([CH3:14])[CH3:13])[C:4]([NH:6][CH3:7])=[O:5]. (5) The reactants are: [Cl:1][C:2]1[CH:7]=[CH:6][C:5]([CH:8]([C:10]2[CH:15]=[CH:14][C:13]([Cl:16])=[C:12]([Cl:17])[CH:11]=2)O)=[CH:4][CH:3]=1.S(Cl)([Cl:20])=O. Given the product [Cl:16][C:13]1[CH:14]=[CH:15][C:10]([CH:8]([Cl:20])[C:5]2[CH:6]=[CH:7][C:2]([Cl:1])=[CH:3][CH:4]=2)=[CH:11][C:12]=1[Cl:17], predict the reactants needed to synthesize it.